From a dataset of Forward reaction prediction with 1.9M reactions from USPTO patents (1976-2016). Predict the product of the given reaction. Given the reactants [Br:1][CH2:2][CH:3]([OH:13])[CH2:4][C:5]1[CH:10]=[C:9]([F:11])[CH:8]=[CH:7][C:6]=1O.C1(P(C2C=CC=CC=2)C2C=CC=CC=2)C=CC=CC=1.CCOC(/N=N/C(OCC)=O)=O, predict the reaction product. The product is: [Br:1][CH2:2][C@H:3]1[CH2:4][C:5]2[CH:10]=[C:9]([F:11])[CH:8]=[CH:7][C:6]=2[O:13]1.